This data is from Reaction yield outcomes from USPTO patents with 853,638 reactions. The task is: Predict the reaction yield, written as a fraction of the theoretical maximum amount of product (1.0 means a 100% yield; for example, 0.34 means a 34% yield). The catalyst is O1CCOCC1.O.C1C=CC([P]([Pd]([P](C2C=CC=CC=2)(C2C=CC=CC=2)C2C=CC=CC=2)([P](C2C=CC=CC=2)(C2C=CC=CC=2)C2C=CC=CC=2)[P](C2C=CC=CC=2)(C2C=CC=CC=2)C2C=CC=CC=2)(C2C=CC=CC=2)C2C=CC=CC=2)=CC=1. The reactants are Br[C:2]1[CH:3]=[C:4]([N:13]([C@H:16]2[CH2:21][CH2:20][C@H:19]([NH:22][C:23]([O:25][C:26]([CH3:29])([CH3:28])[CH3:27])=[O:24])[CH2:18][CH2:17]2)[CH2:14][CH3:15])[C:5]([CH3:12])=[C:6]([CH:11]=1)[C:7]([O:9][CH3:10])=[O:8].[OH:30][C:31]1[CH:36]=[CH:35][C:34](B(O)O)=[CH:33][CH:32]=1.C([O-])([O-])=O.[Na+].[Na+]. The product is [C:26]([O:25][C:23]([NH:22][C@H:19]1[CH2:20][CH2:21][C@H:16]([N:13]([CH2:14][CH3:15])[C:4]2[C:5]([CH3:12])=[C:6]([C:7]([O:9][CH3:10])=[O:8])[CH:11]=[C:2]([C:34]3[CH:35]=[CH:36][C:31]([OH:30])=[CH:32][CH:33]=3)[CH:3]=2)[CH2:17][CH2:18]1)=[O:24])([CH3:28])([CH3:27])[CH3:29]. The yield is 0.870.